Task: Predict the product of the given reaction.. Dataset: Forward reaction prediction with 1.9M reactions from USPTO patents (1976-2016) (1) Given the reactants [CH3:1][O:2][C:3]1[CH:8]=[CH:7][C:6]([C:9]2[N:10]([NH2:15])[CH:11]=[CH:12][C:13]=2[CH3:14])=[C:5]([CH3:16])[CH:4]=1.CCO/[C:20](/[CH3:27])=[CH:21]/[C:22](OCC)=[O:23], predict the reaction product. The product is: [CH3:1][O:2][C:3]1[CH:8]=[CH:7][C:6]([C:9]2[N:10]3[N:15]=[C:20]([CH3:27])[CH:21]=[C:22]([OH:23])[C:11]3=[CH:12][C:13]=2[CH3:14])=[C:5]([CH3:16])[CH:4]=1. (2) The product is: [F:1][C:2]1[CH:9]=[C:8]([N:10]2[CH2:15][CH2:14][CH2:13][C:12](=[O:16])[CH2:11]2)[CH:7]=[CH:6][C:3]=1[C:4]#[N:5]. Given the reactants [F:1][C:2]1[CH:9]=[C:8]([N:10]2[CH2:15][CH2:14][CH2:13][CH:12]([OH:16])[CH2:11]2)[CH:7]=[CH:6][C:3]=1[C:4]#[N:5].CC(OI1(OC(C)=O)(OC(C)=O)OC(=O)C2C=CC=CC1=2)=O, predict the reaction product. (3) The product is: [CH2:30]([NH:32][C:15]([C:12]1[CH:13]=[C:14]2[C:6]([C:4](=[O:5])[C:3]3[C:18]([F:29])=[CH:19][CH:20]=[C:21]([NH:22][S:23]([CH2:26][CH2:27][CH3:28])(=[O:24])=[O:25])[C:2]=3[F:1])=[CH:7][NH:8][C:9]2=[N:10][CH:11]=1)=[O:16])[CH3:31]. Given the reactants [F:1][C:2]1[C:21]([NH:22][S:23]([CH2:26][CH2:27][CH3:28])(=[O:25])=[O:24])=[CH:20][CH:19]=[C:18]([F:29])[C:3]=1[C:4]([C:6]1[C:14]2[C:9](=[N:10][CH:11]=[C:12]([C:15](O)=[O:16])[CH:13]=2)[NH:8][CH:7]=1)=[O:5].[CH2:30]([NH2:32])[CH3:31].F[P-](F)(F)(F)(F)F.Br[P+](N1CCCC1)(N1CCCC1)N1CCCC1.C(N(CC)CC)C, predict the reaction product. (4) Given the reactants [F:1][C:2]1[CH:7]=[CH:6][CH:5]=[CH:4][C:3]=1[N:8]1[CH2:12][CH2:11][N:10]([CH:13]2[CH2:18][CH2:17][N:16](C(OC(C)(C)C)=O)[CH2:15][CH2:14]2)[C:9]1=[O:26].[ClH:27].C(OCC)C, predict the reaction product. The product is: [ClH:27].[F:1][C:2]1[CH:7]=[CH:6][CH:5]=[CH:4][C:3]=1[N:8]1[CH2:12][CH2:11][N:10]([CH:13]2[CH2:14][CH2:15][NH:16][CH2:17][CH2:18]2)[C:9]1=[O:26]. (5) Given the reactants Cl[CH2:2][C:3]([N:5]1[CH2:10][C@H:9]([CH3:11])[N:8]([CH2:12][C:13]2[CH:18]=[CH:17][C:16]([F:19])=[CH:15][CH:14]=2)[CH2:7][C@H:6]1[CH3:20])=[O:4].[CH2:21]([O:23][P:24]([CH2:29][CH2:30][C:31]1[CH:36]=[C:35]([Cl:37])[CH:34]=[CH:33][C:32]=1[OH:38])(=[O:28])[O:25][CH2:26][CH3:27])[CH3:22].C(=O)([O-])[O-].[K+].[K+].[I-].[K+], predict the reaction product. The product is: [CH2:21]([O:23][P:24]([CH2:29][CH2:30][C:31]1[CH:36]=[C:35]([Cl:37])[CH:34]=[CH:33][C:32]=1[O:38][CH2:2][C:3]([N:5]1[CH2:10][C@H:9]([CH3:11])[N:8]([CH2:12][C:13]2[CH:18]=[CH:17][C:16]([F:19])=[CH:15][CH:14]=2)[CH2:7][C@H:6]1[CH3:20])=[O:4])(=[O:28])[O:25][CH2:26][CH3:27])[CH3:22]. (6) Given the reactants [CH3:1][C:2]([CH3:7])([CH2:5]O)[CH:3]=[O:4].[C:8]([CH:13]=P(C1C=CC=CC=1)(C1C=CC=CC=1)C1C=CC=CC=1)([O:10][CH2:11][CH3:12])=[O:9], predict the reaction product. The product is: [CH3:7][C:2]([CH3:1])([CH2:3][OH:4])/[CH:5]=[CH:13]/[C:8]([O:10][CH2:11][CH3:12])=[O:9]. (7) Given the reactants Br[C:2]1[CH:3]=[N:4][N:5]([CH:7]2[CH2:12][CH2:11][O:10][CH2:9][CH2:8]2)[CH:6]=1.[CH3:13][C:14]1([CH3:30])[C:18]([CH3:20])([CH3:19])[O:17][B:16]([B:16]2[O:17][C:18]([CH3:20])([CH3:19])[C:14]([CH3:30])([CH3:13])[O:15]2)[O:15]1.CC([O-])=O.[K+].O, predict the reaction product. The product is: [O:10]1[CH2:11][CH2:12][CH:7]([N:5]2[CH:6]=[C:2]([B:16]3[O:17][C:18]([CH3:20])([CH3:19])[C:14]([CH3:30])([CH3:13])[O:15]3)[CH:3]=[N:4]2)[CH2:8][CH2:9]1.